From a dataset of Forward reaction prediction with 1.9M reactions from USPTO patents (1976-2016). Predict the product of the given reaction. Given the reactants [CH3:1][O:2][C:3]1[CH:8]=[CH:7][CH:6]=[CH:5][C:4]=1[O:9][CH2:10][CH:11]=C.[F-].[Cs+].Cl.[C:16](OCC)(=O)C, predict the reaction product. The product is: [CH3:1][O:2][C:3]1[C:4]2[O:9][C:10]([CH3:11])=[CH:16][C:5]=2[CH:6]=[CH:7][CH:8]=1.